Dataset: Forward reaction prediction with 1.9M reactions from USPTO patents (1976-2016). Task: Predict the product of the given reaction. (1) Given the reactants [Br:1][C:2]1[C:3]([CH3:9])=[N:4][C:5](F)=[CH:6][CH:7]=1.[O-:10][CH2:11][CH3:12].[Na+], predict the reaction product. The product is: [Br:1][C:2]1[C:3]([CH3:9])=[N:4][C:5]([O:10][CH2:11][CH3:12])=[CH:6][CH:7]=1. (2) Given the reactants F[C:2]1[CH:3]=[C:4]([C:6]([N+:9]([O-:11])=[O:10])=[CH:7][CH:8]=1)[NH2:5].[CH3:12][N:13]([CH3:17])[CH2:14][CH2:15][OH:16].[OH-].[K+], predict the reaction product. The product is: [CH3:12][N:13]([CH3:17])[CH2:14][CH2:15][O:16][C:2]1[CH:8]=[CH:7][C:6]([N+:9]([O-:11])=[O:10])=[C:4]([NH2:5])[CH:3]=1.